From a dataset of Full USPTO retrosynthesis dataset with 1.9M reactions from patents (1976-2016). Predict the reactants needed to synthesize the given product. (1) Given the product [C:7]1([C:6]2([C:13]3[CH:14]=[CH:15][CH:16]=[CH:17][CH:18]=3)[CH2:5][CH2:4][N:3]([CH2:19][C:20]3[O:21][N:56]=[C:49]([C:50]4[CH:55]=[CH:54][N:53]=[CH:52][CH:51]=4)[N:48]=3)[C:2]2=[O:1])[CH:8]=[CH:9][CH:10]=[CH:11][CH:12]=1, predict the reactants needed to synthesize it. The reactants are: [O:1]=[C:2]1[C:6]([C:13]2[CH:18]=[CH:17][CH:16]=[CH:15][CH:14]=2)([C:7]2[CH:12]=[CH:11][CH:10]=[CH:9][CH:8]=2)[CH2:5][CH2:4][N:3]1[CH2:19][C:20](O)=[O:21].FC1C=CC(C2(C3C=CC(F)=CC=3)CCN(CC(O)=O)C2=O)=CC=1.O[NH:48]/[C:49](=[N:56]\[H])/[C:50]1[CH:55]=[CH:54][N:53]=[CH:52][CH:51]=1.ON/C(=N\[H])/C1C=CC(C(F)(F)F)=CC=1. (2) Given the product [CH:23](=[C:11]1[CH2:12][N:8]([C:6]([O:5][C:1]([CH3:4])([CH3:3])[CH3:2])=[O:7])[C@H:9]([C:14]([O:16][CH3:28])=[O:15])[CH2:10]1)[C:24]1[CH:19]=[CH:18][CH:27]=[CH:26][CH:25]=1, predict the reactants needed to synthesize it. The reactants are: [C:1]([O:5][C:6]([N:8]1[CH2:12][C:11](=O)[CH2:10][C@H:9]1[C:14]([OH:16])=[O:15])=[O:7])([CH3:4])([CH3:3])[CH3:2].Cl.[CH2:18](ON)[CH3:19].N1[CH:27]=[CH:26][CH:25]=[CH:24][CH:23]=1.[CH2:28](O)C. (3) Given the product [N:5]1[CH:6]=[CH:7][C:2]([N:12]2[CH2:13][CH2:14][N:9]([CH3:8])[CH2:10][C:11]2=[O:15])=[CH:3][CH:4]=1, predict the reactants needed to synthesize it. The reactants are: I[C:2]1[CH:7]=[CH:6][N:5]=[CH:4][CH:3]=1.[CH3:8][N:9]1[CH2:14][CH2:13][NH:12][C:11](=[O:15])[CH2:10]1.[O-]P([O-])([O-])=O.[K+].[K+].[K+].N[C@@H]1CCCC[C@H]1N. (4) Given the product [OH:19][CH2:18][CH2:17][CH:14]1[CH2:15][CH2:16][C:11]2([O:7][CH2:8][CH2:9][O:10]2)[CH2:12][CH2:13]1, predict the reactants needed to synthesize it. The reactants are: [H-].[Al+3].[Li+].[H-].[H-].[H-].[O:7]1[C:11]2([CH2:16][CH2:15][CH:14]([CH2:17][C:18](OCC)=[O:19])[CH2:13][CH2:12]2)[O:10][CH2:9][CH2:8]1.[F-].[Na+].O.